From a dataset of Forward reaction prediction with 1.9M reactions from USPTO patents (1976-2016). Predict the product of the given reaction. (1) Given the reactants [I:1][C:2]1[CH:3]=[C:4]([CH:30]=[CH:31][CH:32]=1)[CH2:5][NH:6][C:7]1[C:12]([N+:13]([O-])=O)=[CH:11][N:10]=[C:9]([NH:16][CH2:17][C@@H:18]2[CH2:22][CH2:21][N:20]([C:23]([O:25][C:26]([CH3:29])([CH3:28])[CH3:27])=[O:24])[CH2:19]2)[N:8]=1, predict the reaction product. The product is: [I:1][C:2]1[CH:3]=[C:4]([CH:30]=[CH:31][CH:32]=1)[CH2:5][NH:6][C:7]1[C:12]([NH2:13])=[CH:11][N:10]=[C:9]([NH:16][CH2:17][C@@H:18]2[CH2:22][CH2:21][N:20]([C:23]([O:25][C:26]([CH3:27])([CH3:28])[CH3:29])=[O:24])[CH2:19]2)[N:8]=1. (2) The product is: [Cl:44][C:41]1[S:40][C:39]([S:36]([NH:35][C:26]2[C:27]3[C:32](=[CH:31][CH:30]=[CH:29][C:28]=3[C:33]#[N:34])[N:24]([CH2:23][C:19]3[CH:18]=[C:17]([CH2:16][NH:12][C:1](=[O:2])[CH3:3])[CH:22]=[CH:21][CH:20]=3)[N:25]=2)(=[O:37])=[O:38])=[CH:43][CH:42]=1. Given the reactants [C:1](O)([C:3](F)(F)F)=[O:2].CC([N:12]([CH2:16][C:17]1[CH:22]=[CH:21][CH:20]=[C:19]([CH2:23][N:24]2[C:32]3[C:27](=[C:28]([C:33]#[N:34])[CH:29]=[CH:30][CH:31]=3)[C:26]([NH:35][S:36]([C:39]3[S:40][C:41]([Cl:44])=[CH:42][CH:43]=3)(=[O:38])=[O:37])=[N:25]2)[CH:18]=1)C(=O)[O-])(C)C.C(N(CC)CC)C.C(OC(=O)C)(=O)C, predict the reaction product. (3) Given the reactants [C:1]([C@:4]([NH:14][C:15](=[O:24])[O:16][CH2:17][C:18]1[CH:23]=[CH:22][N:21]=[CH:20][CH:19]=1)([CH3:13])[CH2:5][C:6]1[CH:11]=[CH:10][C:9]([OH:12])=[CH:8][CH:7]=1)([OH:3])=O.[CH3:25][NH:26][CH2:27][CH2:28][C:29]1[CH:34]=[CH:33][CH:32]=[CH:31][CH:30]=1.CCN(C(C)C)C(C)C.C1CN([P+](Br)(N2CCCC2)N2CCCC2)CC1.F[P-](F)(F)(F)(F)F, predict the reaction product. The product is: [N:21]1[CH:22]=[CH:23][C:18]([CH2:17][O:16][C:15](=[O:24])[NH:14][C@:4]([CH2:5][C:6]2[CH:11]=[CH:10][C:9]([OH:12])=[CH:8][CH:7]=2)([CH3:13])[C:1]([N:26]([CH3:25])[CH2:27][CH2:28][C:29]2[CH:34]=[CH:33][CH:32]=[CH:31][CH:30]=2)=[O:3])=[CH:19][CH:20]=1. (4) Given the reactants C(OC([N:8]1[CH2:36][CH2:35][C:11]2[C:12]3[C:17](OS(C4C=CC=CC=4)(=O)=O)=[N:16][C:15]([C:28]4[CH:33]=[CH:32][N:31]=[CH:30][CH:29]=4)=[N:14][C:13]=3[S:34][C:10]=2[CH2:9]1)=O)(C)(C)C.S(Cl)(Cl)(=O)=O.[C:42]1(S(Cl)(=O)=O)[CH:47]=[CH:46]C=CC=1.CC[N:54]([CH:58](C)C)C(C)C.CN1CC[O:65]CC1.C[N:69]([CH:71]=[O:72])[CH3:70], predict the reaction product. The product is: [CH2:46]([O:65][C:71](=[O:72])[NH:69][CH2:70][CH2:58][NH:54][C:17]1[C:12]2[C:11]3[CH2:35][CH2:36][NH:8][CH2:9][C:10]=3[S:34][C:13]=2[N:14]=[C:15]([C:28]2[CH:29]=[CH:30][N:31]=[CH:32][CH:33]=2)[N:16]=1)[CH:47]=[CH2:42]. (5) Given the reactants [CH2:1]([Si:4]([CH3:7])([CH3:6])[CH3:5])[CH:2]=[CH2:3].[C:8]1(=[O:14])[O:13][C:11](=[O:12])[CH:10]=[CH:9]1.[C:15]([O:19][C:20](=[O:23])[CH:21]=[CH2:22])([CH3:18])([CH3:17])[CH3:16].[C:24]([O:28][CH3:29])(=[O:27])[CH:25]=[CH2:26].[C:30]([OH:34])(=[O:33])[CH:31]=[CH2:32], predict the reaction product. The product is: [CH2:1]([Si:4]([CH3:7])([CH3:6])[CH3:5])[CH:2]=[CH2:3].[C:11]1(=[O:12])[O:13][C:8](=[O:14])[CH:9]=[CH:10]1.[C:15]([O:19][C:20](=[O:23])[CH:21]=[CH2:22])([CH3:18])([CH3:17])[CH3:16].[CH3:29][O:28][C:24](=[O:27])[CH:25]=[CH2:26].[C:30]([OH:34])(=[O:33])[CH:31]=[CH2:32]. (6) The product is: [CH:11]([N:7]1[C:8]2[C:4](=[CH:3][C:2]([NH:1][S:41]([C:35]3[CH:40]=[CH:39][CH:38]=[CH:37][CH:36]=3)(=[O:43])=[O:42])=[CH:10][CH:9]=2)[C:5]([C:29]2[CH:34]=[CH:33][CH:32]=[CH:31][CH:30]=2)=[C:6]1[C:24]([OH:26])=[O:25])([C:18]1[CH:23]=[CH:22][CH:21]=[CH:20][CH:19]=1)[C:12]1[CH:13]=[CH:14][CH:15]=[CH:16][CH:17]=1. Given the reactants [NH2:1][C:2]1[CH:3]=[C:4]2[C:8](=[CH:9][CH:10]=1)[N:7]([CH:11]([C:18]1[CH:23]=[CH:22][CH:21]=[CH:20][CH:19]=1)[C:12]1[CH:17]=[CH:16][CH:15]=[CH:14][CH:13]=1)[C:6]([C:24]([O:26]CC)=[O:25])=[C:5]2[C:29]1[CH:34]=[CH:33][CH:32]=[CH:31][CH:30]=1.[C:35]1([S:41](Cl)(=[O:43])=[O:42])[CH:40]=[CH:39][CH:38]=[CH:37][CH:36]=1, predict the reaction product. (7) Given the reactants [C:1]([CH2:3][C:4]1[CH:12]=[C:11]2[C:7]([C:8]3[C:16]([C:17]4[CH:22]=[CH:21][CH:20]=[C:19]([N:23]5[CH2:31][C:30]6[C:25](=[CH:26][C:27](OC)=[CH:28][CH:29]=6)[C:24]5=[O:34])[C:18]=4[CH3:35])=[CH:15][N:14]=[C:13]([C:36]([NH2:38])=[O:37])[C:9]=3[NH:10]2)=[CH:6][CH:5]=1)#[N:2].[Cl:39]C1C=CC(C=O)=C(C=1)C(O)=O.[BH4-].[Na+], predict the reaction product. The product is: [Cl:39][C:27]1[CH:26]=[C:25]2[C:30]([CH2:31][N:23]([C:19]3[C:18]([CH3:35])=[C:17]([C:16]4[C:8]5[C:7]6[C:11](=[CH:12][C:4]([CH2:3][C:1]#[N:2])=[CH:5][CH:6]=6)[NH:10][C:9]=5[C:13]([C:36]([NH2:38])=[O:37])=[N:14][CH:15]=4)[CH:22]=[CH:21][CH:20]=3)[C:24]2=[O:34])=[CH:29][CH:28]=1.